From a dataset of Forward reaction prediction with 1.9M reactions from USPTO patents (1976-2016). Predict the product of the given reaction. Given the reactants C([O:8][C:9]1[C:14](=[O:15])[N:13]2[CH2:16][C:17](=[O:20])[N:18]([CH3:19])[C:12]2=[N:11][C:10]=1[C:21]([O:23][CH2:24][CH3:25])=[O:22])C1C=CC=CC=1, predict the reaction product. The product is: [OH:8][C:9]1[C:14](=[O:15])[N:13]2[CH2:16][C:17](=[O:20])[N:18]([CH3:19])[C:12]2=[N:11][C:10]=1[C:21]([O:23][CH2:24][CH3:25])=[O:22].